This data is from Reaction yield outcomes from USPTO patents with 853,638 reactions. The task is: Predict the reaction yield, written as a fraction of the theoretical maximum amount of product (1.0 means a 100% yield; for example, 0.34 means a 34% yield). The reactants are CC(S([NH:7][C:8]1([C:12]2[N:17]=[CH:16][CH:15]=[CH:14][N:13]=2)[CH2:11][O:10][CH2:9]1)=O)(C)C.[ClH:18].C(OCC)C. The catalyst is CO. The product is [ClH:18].[N:13]1[CH:14]=[CH:15][CH:16]=[N:17][C:12]=1[C:8]1([NH2:7])[CH2:11][O:10][CH2:9]1. The yield is 0.930.